This data is from Reaction yield outcomes from USPTO patents with 853,638 reactions. The task is: Predict the reaction yield, written as a fraction of the theoretical maximum amount of product (1.0 means a 100% yield; for example, 0.34 means a 34% yield). (1) The reactants are C#CCN[C:5]([CH2:7][CH2:8][CH2:9][CH2:10][C@@H:11]1[S:15][CH2:14][C@@H:13]2[NH:16][C:17]([NH:19][C@H:12]12)=[O:18])=[O:6].[CH:20]1[CH:21]=[CH:22][C:23]([C:42]([OH:44])=[O:43])=[C:24]([C:26]2[C:36]3[CH:37]=[CH:38][C:39]([OH:41])=[CH:40][C:35]=3[O:34][C:33]3[C:27]=2[CH:28]=[CH:29][C:30]([CH:32]=3)=[O:31])[CH:25]=1.[N-]=[N+]=[N-].O=C1O[C@H]([C@H](CO)O)C([O-])=C1O.[Na+].O. The catalyst is CS(C)=O. The product is [OH:31][C:5]([CH2:7][CH2:8][CH2:9][CH2:10][C@H:11]1[C@@H:12]2[C@@H:13]([NH:16][C:17]([NH:19]2)=[O:18])[CH2:14][S:15]1)=[O:6].[CH:20]1[CH:21]=[CH:22][C:23]([C:42]([OH:44])=[O:43])=[C:24]([C:26]2[C:27]3[CH:28]=[CH:29][C:30]([OH:31])=[CH:32][C:33]=3[O:34][C:35]3[C:36]=2[CH:37]=[CH:38][C:39]([CH:40]=3)=[O:41])[CH:25]=1. The yield is 0.940. (2) The reactants are [CH3:1][O:2][C:3]1[CH:8]=[CH:7][C:6]([CH2:9][OH:10])=[CH:5][CH:4]=1.[Cl:11][C:12]1[C:13](F)=[C:14](F)[CH:15]=[C:16]2[C:21]=1[N:20]=[C:19]([CH2:22][N:23]1[CH2:27][CH2:26][CH2:25][CH2:24]1)[NH:18][C:17]2=[O:28].Cl. The catalyst is O. The product is [Cl:11][C:12]1[C:13]([O:10][CH2:9][C:6]2[CH:7]=[CH:8][C:3]([O:2][CH3:1])=[CH:4][CH:5]=2)=[C:14]([O:10][CH2:9][C:6]2[CH:7]=[CH:8][C:3]([O:2][CH3:1])=[CH:4][CH:5]=2)[CH:15]=[C:16]2[C:21]=1[N:20]=[C:19]([CH2:22][N:23]1[CH2:27][CH2:26][CH2:25][CH2:24]1)[NH:18][C:17]2=[O:28]. The yield is 0.0390. (3) The reactants are [Br:1][C:2]1[CH:3]=[C:4]([CH2:9][C@H:10]([NH:21][C:22]([O:24][C:25]([CH3:28])([CH3:27])[CH3:26])=[O:23])[C:11]([O:13]CC2C=CC=CC=2)=O)[CH:5]=[CH:6][C:7]=1[I:8].[OH-].[Na+].F[P-](F)(F)(F)(F)F.[N:38]1(O[P+](N(C)C)(N(C)C)N(C)C)[C:42]2[CH:43]=[CH:44][CH:45]=[CH:46][C:41]=2[N:40]=N1.C1(N)C(N)=CC=CC=1.C(N(CC)C(C)C)(C)C. The catalyst is C(#N)C.O.Cl.CN(C=O)C.C(OCC)(=O)C. The product is [NH2:38][C:42]1[CH:43]=[CH:44][CH:45]=[CH:46][C:41]=1[NH:40][C:11](=[O:13])[C@@H:10]([NH:21][C:22](=[O:23])[O:24][C:25]([CH3:26])([CH3:27])[CH3:28])[CH2:9][C:4]1[CH:5]=[CH:6][C:7]([I:8])=[C:2]([Br:1])[CH:3]=1. The yield is 0.600. (4) The reactants are [F:1][C:2]1[CH:7]=[CH:6][C:5]([S:8]([NH:11][CH3:12])(=[O:10])=[O:9])=[CH:4][C:3]=1[N+:13]([O-])=O. The yield is 0.890. The catalyst is C1COCC1.[Pd]. The product is [NH2:13][C:3]1[CH:4]=[C:5]([S:8]([NH:11][CH3:12])(=[O:9])=[O:10])[CH:6]=[CH:7][C:2]=1[F:1]. (5) The catalyst is ClCCl. The yield is 0.810. The product is [Cl:1][C:2]1[C:3]([O:29][C@H:30]2[CH2:35][C:34]([F:37])([F:36])[CH2:33][CH2:32][C@@H:31]2[C:38]2[N:42]([CH3:43])[N:41]=[CH:40][CH:39]=2)=[CH:4][C:5]([F:28])=[C:6]([S:8]([NH:11][C:12]2[S:13][CH:14]=[N:15][N:16]=2)(=[O:10])=[O:9])[CH:7]=1. The reactants are [Cl:1][C:2]1[C:3]([O:29][C@H:30]2[CH2:35][C:34]([F:37])([F:36])[CH2:33][CH2:32][C@@H:31]2[C:38]2[N:42]([CH3:43])[N:41]=[CH:40][CH:39]=2)=[CH:4][C:5]([F:28])=[C:6]([S:8]([N:11](CC2C=CC(OC)=CC=2OC)[C:12]2[S:13][CH:14]=[N:15][N:16]=2)(=[O:10])=[O:9])[CH:7]=1.C([SiH](CC)CC)C.FC(F)(F)C(O)=O.